This data is from Forward reaction prediction with 1.9M reactions from USPTO patents (1976-2016). The task is: Predict the product of the given reaction. (1) Given the reactants [CH3:1][S:2]([C:5]1[CH:36]=[CH:35][C:8]([CH2:9][NH:10][C:11]([C:13]2[C:14](=[O:34])[N:15]([C:24]3[CH:29]=[CH:28][CH:27]=[C:26]([C:30]([F:33])([F:32])[F:31])[CH:25]=3)[C:16]([CH3:23])=[C:17]([C:19]([NH:21][NH2:22])=[O:20])[CH:18]=2)=[O:12])=[CH:7][CH:6]=1)(=[O:4])=[O:3].[CH2:37]([N:39]=[C:40]=[O:41])[CH3:38], predict the reaction product. The product is: [CH2:37]([NH:39][C:40]([NH:22][NH:21][C:19]([C:17]1[CH:18]=[C:13]([C:11]([NH:10][CH2:9][C:8]2[CH:35]=[CH:36][C:5]([S:2]([CH3:1])(=[O:3])=[O:4])=[CH:6][CH:7]=2)=[O:12])[C:14](=[O:34])[N:15]([C:24]2[CH:29]=[CH:28][CH:27]=[C:26]([C:30]([F:31])([F:33])[F:32])[CH:25]=2)[C:16]=1[CH3:23])=[O:20])=[O:41])[CH3:38]. (2) Given the reactants [O:1]1CCN[C:2]1=[O:6].C([SiH](CC)CC)C.FC(F)(F)C(O)=O.[CH:21]1[C:33]2[NH:32][C:31]3[C:26](=[CH:27][CH:28]=[CH:29][CH:30]=3)[C:25]=2[CH:24]=[CH:23][N:22]=1.C([NH3+])(C)(C)C.C(N)(C)(C)C, predict the reaction product. The product is: [CH3:21][NH:22][C@H:23]([C:2]([OH:6])=[O:1])[CH2:24][C:25]1[C:26]2[C:31](=[CH:30][CH:29]=[CH:28][CH:27]=2)[NH:32][CH:33]=1. (3) The product is: [Br:1][C:2]1[CH:6]=[N:5][N:4]([CH3:7])[C:3]=1[NH:8][C:9]1[CH:14]=[CH:13][C:12]([C:19]2[CH:18]=[C:17]([F:16])[CH:22]=[C:21]([F:23])[CH:20]=2)=[CH:11][CH:10]=1. Given the reactants [Br:1][C:2]1[CH:6]=[N:5][N:4]([CH3:7])[C:3]=1[NH:8][C:9]1[CH:14]=[CH:13][C:12](I)=[CH:11][CH:10]=1.[F:16][C:17]1[CH:18]=[C:19](B(O)O)[CH:20]=[C:21]([F:23])[CH:22]=1.C(=O)([O-])[O-].[Cs+].[Cs+].COCCOC, predict the reaction product. (4) Given the reactants [CH3:1][S:2]([OH:5])(=[O:4])=[O:3].[CH:6]([S:9]([N:12]1[C:16]2[CH:17]=[C:18]([C:21]3[N:22]=[C:23]([CH:33]([CH3:35])[CH3:34])[NH:24][C:25]=3[C:26]3[CH:31]=[CH:30][C:29]([F:32])=[CH:28][CH:27]=3)[CH:19]=[CH:20][C:15]=2[N:14]=[C:13]1[NH2:36])(=[O:11])=[O:10])([CH3:8])[CH3:7].CO, predict the reaction product. The product is: [CH3:1][S:2]([OH:5])(=[O:4])=[O:3].[CH:6]([S:9]([N:12]1[C:16]2[CH:17]=[C:18]([C:21]3[N:22]=[C:23]([CH:33]([CH3:35])[CH3:34])[NH:24][C:25]=3[C:26]3[CH:31]=[CH:30][C:29]([F:32])=[CH:28][CH:27]=3)[CH:19]=[CH:20][C:15]=2[N:14]=[C:13]1[NH2:36])(=[O:10])=[O:11])([CH3:8])[CH3:7]. (5) Given the reactants [Mg].[CH3:2][CH2:3][O:4][C:5]([C@H:7]1[CH2:11][CH2:10][C:9](=[O:12])[N:8]1[C:13]([O:15][C:16]([CH3:19])([CH3:18])[CH3:17])=[O:14])=[O:6].O.Br[C:22]1[CH:27]=[C:26]([F:28])[C:25]([F:29])=[CH:24][C:23]=1[F:30], predict the reaction product. The product is: [C:16]([O:15][C:13]([NH:8][C@H:7]([CH2:11][CH2:10][C:9]([C:22]1[CH:27]=[C:26]([F:28])[C:25]([F:29])=[CH:24][C:23]=1[F:30])=[O:12])[C:5]([O:4][CH2:3][CH3:2])=[O:6])=[O:14])([CH3:19])([CH3:18])[CH3:17]. (6) Given the reactants [CH3:1][O:2][C:3]([C:5]1([CH3:19])[C:10]([C:12]2[CH:17]=[CH:16][C:15]([Cl:18])=[CH:14][CH:13]=2)([OH:11])[CH2:9][CH2:8][NH:7][CH2:6]1)=[O:4].C([O-])([O-])=O.[K+].[K+].Br[CH2:27][CH2:28][CH:29]=[C:30]1[C:36]2[CH:37]=[CH:38][CH:39]=[N:40][C:35]=2[CH2:34][O:33][C:32]2[CH:41]=[CH:42][C:43]([C:45]([OH:48])([CH3:47])[CH3:46])=[CH:44][C:31]1=2, predict the reaction product. The product is: [CH3:1][O:2][C:3]([C:5]1([CH3:19])[C:10]([C:12]2[CH:13]=[CH:14][C:15]([Cl:18])=[CH:16][CH:17]=2)([OH:11])[CH2:9][CH2:8][N:7]([CH2:27][CH2:28][CH:29]=[C:30]2[C:36]3[CH:37]=[CH:38][CH:39]=[N:40][C:35]=3[CH2:34][O:33][C:32]3[CH:41]=[CH:42][C:43]([C:45]([OH:48])([CH3:47])[CH3:46])=[CH:44][C:31]2=3)[CH2:6]1)=[O:4]. (7) The product is: [Cl:29][C:30]1[CH:31]=[CH:32][C:33]2[N:34]([C:36]([CH2:45][C:46]3[NH:9][C:8]([CH:5]([CH3:6])[CH3:4])=[N:49][N:48]=3)=[C:37]([C:39]3[CH:44]=[CH:43][CH:42]=[CH:41][CH:40]=3)[N:38]=2)[CH:35]=1. Given the reactants ClC1C=[CH:6][C:5]([C:8]2[N:9]=C3C=CC=CN3C=2CC2NC(C3C=CC=CN=3)=NN=2)=[CH:4]C=1.[Cl:29][C:30]1[CH:31]=[CH:32][C:33]2[N:34]([C:36]([CH2:45][C:46]([NH:48][NH2:49])=O)=[C:37]([C:39]3[CH:44]=[CH:43][CH:42]=[CH:41][CH:40]=3)[N:38]=2)[CH:35]=1.Cl.C(=N)(N)C(C)C, predict the reaction product. (8) Given the reactants [Cl:1][C:2]1[CH:24]=[CH:23][C:5]([CH2:6][NH:7][C:8]([C:10]2[C:11](=[O:22])[C:12]3[CH:19]=[C:18]([CH2:20]Cl)[S:17][C:13]=3[N:14]([CH3:16])[CH:15]=2)=[O:9])=[CH:4][CH:3]=1.C(N(CC)C(C)C)(C)C.[CH3:34][NH:35][CH2:36][CH:37]([C:39]1[N:40]=[CH:41][N:42]([C:44]([C:57]2[CH:62]=[CH:61][CH:60]=[CH:59][CH:58]=2)([C:51]2[CH:56]=[CH:55][CH:54]=[CH:53][CH:52]=2)[C:45]2[CH:50]=[CH:49][CH:48]=[CH:47][CH:46]=2)[CH:43]=1)[OH:38].O, predict the reaction product. The product is: [Cl:1][C:2]1[CH:24]=[CH:23][C:5]([CH2:6][NH:7][C:8]([C:10]2[C:11](=[O:22])[C:12]3[CH:19]=[C:18]([CH2:20][N:35]([CH2:36][CH:37]([OH:38])[C:39]4[N:40]=[CH:41][N:42]([C:44]([C:57]5[CH:58]=[CH:59][CH:60]=[CH:61][CH:62]=5)([C:51]5[CH:52]=[CH:53][CH:54]=[CH:55][CH:56]=5)[C:45]5[CH:50]=[CH:49][CH:48]=[CH:47][CH:46]=5)[CH:43]=4)[CH3:34])[S:17][C:13]=3[N:14]([CH3:16])[CH:15]=2)=[O:9])=[CH:4][CH:3]=1. (9) Given the reactants [CH3:1][C:2]1[C:3]([C:11]2[S:15][C:14]([C:16]([OH:18])=O)=[CH:13][CH:12]=2)=[N:4][O:5][C:6]=1[C:7]([F:10])([F:9])[F:8].Cl.[OH:20][C@@H:21]1[CH2:26][CH2:25][CH2:24][NH:23][CH2:22]1.C1COCC1.N1CCCCC1, predict the reaction product. The product is: [OH:20][C@@H:21]1[CH2:26][CH2:25][CH2:24][N:23]([C:16]([C:14]2[S:15][C:11]([C:3]3[C:2]([CH3:1])=[C:6]([C:7]([F:8])([F:9])[F:10])[O:5][N:4]=3)=[CH:12][CH:13]=2)=[O:18])[CH2:22]1.